Dataset: Forward reaction prediction with 1.9M reactions from USPTO patents (1976-2016). Task: Predict the product of the given reaction. (1) Given the reactants C[O:2][C:3](=[O:23])/[CH:4]=[CH:5]/[C:6]1[CH:7]=[CH:8][C:9]2[O:20][C:13]3([CH2:18][CH2:17][CH2:16][N:15]([CH3:19])[CH2:14]3)[NH:12][C:11](=[O:21])[C:10]=2[CH:22]=1.[OH-].[Na+], predict the reaction product. The product is: [CH3:19][N:15]1[CH2:16][CH2:17][CH2:18][C:13]2([NH:12][C:11](=[O:21])[C:10]3[CH:22]=[C:6](/[CH:5]=[CH:4]/[C:3]([OH:23])=[O:2])[CH:7]=[CH:8][C:9]=3[O:20]2)[CH2:14]1. (2) Given the reactants [Cl:1][C:2]1[CH:7]=[CH:6][C:5]([CH:8]([O:11][CH3:12])[CH2:9][NH2:10])=[CH:4][CH:3]=1.[Cl:13][C:14]1[CH:15]=[C:16]2[C:21](=[CH:22][C:23]=1[O:24][C:25]1[CH:33]=[CH:32][C:28]([C:29](O)=[O:30])=[CH:27][CH:26]=1)[O:20][CH2:19][CH2:18][CH:17]2[C:34]([O:36][CH2:37][CH3:38])=[O:35].N1C2C(=NC=CC=2)N(O)N=1.Cl.C(N=C=NCCCN(C)C)C, predict the reaction product. The product is: [Cl:13][C:14]1[CH:15]=[C:16]2[C:21](=[CH:22][C:23]=1[O:24][C:25]1[CH:33]=[CH:32][C:28]([C:29](=[O:30])[NH:10][CH2:9][CH:8]([C:5]3[CH:4]=[CH:3][C:2]([Cl:1])=[CH:7][CH:6]=3)[O:11][CH3:12])=[CH:27][CH:26]=1)[O:20][CH2:19][CH2:18][CH:17]2[C:34]([O:36][CH2:37][CH3:38])=[O:35].